From a dataset of Catalyst prediction with 721,799 reactions and 888 catalyst types from USPTO. Predict which catalyst facilitates the given reaction. (1) Reactant: C(OC([N:8]1[CH:12]=[CH:11][C:10]([NH:13][C:14](=[O:33])[C@@H:15]([C:22]2[CH:27]=[CH:26][C:25]([S:28]([CH3:31])(=[O:30])=[O:29])=[C:24]([Cl:32])[CH:23]=2)[CH2:16][CH:17]2[CH2:21][CH2:20][CH2:19][CH2:18]2)=[N:9]1)=O)(C)(C)C.FC(F)(F)C(O)=O. Product: [Cl:32][C:24]1[CH:23]=[C:22]([C@@H:15]([CH2:16][CH:17]2[CH2:18][CH2:19][CH2:20][CH2:21]2)[C:14]([NH:13][C:10]2[CH:11]=[CH:12][NH:8][N:9]=2)=[O:33])[CH:27]=[CH:26][C:25]=1[S:28]([CH3:31])(=[O:30])=[O:29]. The catalyst class is: 2. (2) Reactant: [N+](C1C=CC(C([O:10][C@H:11]2[C:15]3[N:16]=[CH:17][N:18]=[C:19]([N:20]4[CH2:26][CH2:25][CH2:24][N:23]([C:27](=[O:48])[C@@H:28]([C:41]5[CH:46]=[CH:45][C:44]([Cl:47])=[CH:43][CH:42]=5)[CH2:29][N:30](C(OC(C)(C)C)=O)[CH:31]([CH3:33])[CH3:32])[CH2:22][CH2:21]4)[C:14]=3[C@H:13]([CH3:49])[CH2:12]2)=O)=CC=1)([O-])=O.[OH-].[Li+]. Product: [ClH:47].[ClH:47].[Cl:47][C:44]1[CH:45]=[CH:46][C:41]([C@@H:28]([CH2:29][NH:30][CH:31]([CH3:33])[CH3:32])[C:27]([N:23]2[CH2:24][CH2:25][CH2:26][N:20]([C:19]3[C:14]4[C@H:13]([CH3:49])[CH2:12][C@@H:11]([OH:10])[C:15]=4[N:16]=[CH:17][N:18]=3)[CH2:21][CH2:22]2)=[O:48])=[CH:42][CH:43]=1. The catalyst class is: 249. (3) Reactant: O[CH2:2][CH2:3][C:4]1[C:5]([CH2:16][CH2:17][NH:18][C:19](=[O:25])[O:20][C:21]([CH3:24])([CH3:23])[CH3:22])(C)[CH2:6][C:7]2[CH2:8][CH2:9][C:10](=[O:14])[NH:11][C:12]=2[CH:13]=1.[CH3:26]S(Cl)(=O)=O.CC(C)([O-])C.[K+].[Cl-].[NH4+]. Product: [CH3:26][C:13]1[C:4]2[CH2:3][CH2:2][N:18]([C:19]([O:20][C:21]([CH3:23])([CH3:22])[CH3:24])=[O:25])[CH2:17][CH2:16][C:5]=2[CH:6]=[C:7]2[C:12]=1[NH:11][C:10](=[O:14])[CH2:9][CH2:8]2. The catalyst class is: 531.